The task is: Regression. Given two drug SMILES strings and cell line genomic features, predict the synergy score measuring deviation from expected non-interaction effect.. This data is from NCI-60 drug combinations with 297,098 pairs across 59 cell lines. (1) Drug 1: C1=C(C(=O)NC(=O)N1)F. Drug 2: CCN(CC)CCNC(=O)C1=C(NC(=C1C)C=C2C3=C(C=CC(=C3)F)NC2=O)C. Cell line: UACC-257. Synergy scores: CSS=18.7, Synergy_ZIP=-2.40, Synergy_Bliss=0.823, Synergy_Loewe=-0.161, Synergy_HSA=-0.0899. (2) Drug 1: CCC1(CC2CC(C3=C(CCN(C2)C1)C4=CC=CC=C4N3)(C5=C(C=C6C(=C5)C78CCN9C7C(C=CC9)(C(C(C8N6C)(C(=O)OC)O)OC(=O)C)CC)OC)C(=O)OC)O.OS(=O)(=O)O. Drug 2: CC1=C(C=C(C=C1)C(=O)NC2=CC(=CC(=C2)C(F)(F)F)N3C=C(N=C3)C)NC4=NC=CC(=N4)C5=CN=CC=C5. Cell line: SNB-75. Synergy scores: CSS=-3.21, Synergy_ZIP=2.99, Synergy_Bliss=0.992, Synergy_Loewe=-2.78, Synergy_HSA=-3.86.